From a dataset of Forward reaction prediction with 1.9M reactions from USPTO patents (1976-2016). Predict the product of the given reaction. (1) Given the reactants [F:1][CH:2]([F:15])[O:3][C@H:4]([CH3:14])[C@H:5]([NH:9][C:10]([O:12][CH3:13])=[O:11])[C:6]([OH:8])=O.[NH:16]1[CH2:20][CH2:19][CH2:18][C@H:17]1[C:21]1[NH:22][C:23]([C:26]2[CH:35]=[CH:34][C:33]3[C:28](=[CH:29][CH:30]=[C:31]([B:36]4[O:40][C:39]([CH3:42])([CH3:41])[C:38]([CH3:44])([CH3:43])[O:37]4)[CH:32]=3)[CH:27]=2)=[CH:24][N:25]=1.CN(C(ON1N=NC2C=CC=NC1=2)=[N+](C)C)C.F[P-](F)(F)(F)(F)F.C(N(C(C)C)CC)(C)C, predict the reaction product. The product is: [F:15][CH:2]([F:1])[O:3][C@H:4]([CH3:14])[C@H:5]([NH:9][C:10](=[O:11])[O:12][CH3:13])[C:6](=[O:8])[N:16]1[CH2:20][CH2:19][CH2:18][C@H:17]1[C:21]1[NH:22][C:23]([C:26]2[CH:35]=[CH:34][C:33]3[C:28](=[CH:29][CH:30]=[C:31]([B:36]4[O:40][C:39]([CH3:42])([CH3:41])[C:38]([CH3:44])([CH3:43])[O:37]4)[CH:32]=3)[CH:27]=2)=[CH:24][N:25]=1. (2) Given the reactants [CH3:1][N:2]1[C:6](OS(C(F)(F)C(F)(F)C(F)(F)C(F)(F)F)(=O)=O)=[CH:5][C:4]([Br:24])=[N:3]1.[Br-].[CH3:26][C:27]1[CH:28]=[CH:29][C:30]([Zn+])=[N:31][CH:32]=1.O1CCCC1, predict the reaction product. The product is: [CH3:1][N:2]1[C:6]([C:30]2[CH:29]=[CH:28][C:27]([CH3:26])=[CH:32][N:31]=2)=[CH:5][C:4]([Br:24])=[N:3]1. (3) The product is: [CH2:7]([O:14][C:15]([NH:17][C@@H:18]([C:22]([CH3:23])([S:25][C:27]1[CH:32]=[CH:31][CH:30]=[CH:29][C:28]=1[N+:33]([O-:35])=[O:34])[CH3:24])[C:19]([OH:21])=[O:20])=[O:16])[C:8]1[CH:9]=[CH:10][CH:11]=[CH:12][CH:13]=1. Given the reactants C([O-])(O)=O.[Na+].O.[CH2:7]([O:14][C:15]([NH:17][C@@H:18]([C:22]([SH:25])([CH3:24])[CH3:23])[C:19]([OH:21])=[O:20])=[O:16])[C:8]1[CH:13]=[CH:12][CH:11]=[CH:10][CH:9]=1.F[C:27]1[CH:32]=[CH:31][CH:30]=[CH:29][C:28]=1[N+:33]([O-:35])=[O:34], predict the reaction product. (4) Given the reactants Cl.[Cl:2][C:3]1[CH:4]=[C:5]([C:10]23[CH:15]([CH2:16][S:17][CH3:18])[CH:14]2[CH2:13][NH:12][CH2:11]3)[CH:6]=[CH:7][C:8]=1[Cl:9], predict the reaction product. The product is: [ClH:2].[Cl:2][C:3]1[CH:4]=[C:5]([C:10]23[CH:15]([CH2:16][S:17][CH3:18])[CH:14]2[CH2:13][NH:12][CH2:11]3)[CH:6]=[CH:7][C:8]=1[Cl:9]. (5) Given the reactants Cl[S:2]([CH2:5][CH2:6][CH2:7][NH:8][C:9](=[O:11])[CH3:10])(=[O:4])=[O:3].[OH:12][CH2:13][C:14]([CH3:18])([CH2:16][OH:17])[CH3:15].C(N(CC)CC)C, predict the reaction product. The product is: [C:9]([NH:8][CH2:7][CH2:6][CH2:5][S:2]([O:12][CH2:13][C:14]([CH3:18])([CH3:15])[CH2:16][OH:17])(=[O:4])=[O:3])(=[O:11])[CH3:10]. (6) Given the reactants Br[C:2]1[CH:7]=[CH:6][C:5]([C:8](=[O:11])[CH2:9][CH3:10])=[CH:4][CH:3]=1.[CH:12]1(B(O)O)[CH2:14][CH2:13]1.P([O-])([O-])([O-])=O.[K+].[K+].[K+].COCCOC, predict the reaction product. The product is: [CH:12]1([C:2]2[CH:7]=[CH:6][C:5]([C:8](=[O:11])[CH2:9][CH3:10])=[CH:4][CH:3]=2)[CH2:14][CH2:13]1. (7) Given the reactants [Cl:1]C(OC(Cl)C)=O.C([N:21]1[CH2:24][CH:23]([O:25][CH2:26][C:27]2[O:28][CH:29]=[CH:30][CH:31]=2)[CH2:22]1)(C1C=CC=CC=1)C1C=CC=CC=1.C(O)C, predict the reaction product. The product is: [ClH:1].[O:28]1[CH:29]=[CH:30][CH:31]=[C:27]1[CH2:26][O:25][CH:23]1[CH2:24][NH:21][CH2:22]1.